Dataset: Forward reaction prediction with 1.9M reactions from USPTO patents (1976-2016). Task: Predict the product of the given reaction. (1) Given the reactants [Na+].[I-].C[Si](C)(C)Cl.C[O:9][CH:10](OC)[CH:11]([C:13]1[C:25]([CH3:26])=[CH:24][C:16]([O:17][CH2:18][C:19]([O:21][CH2:22][CH3:23])=[O:20])=[C:15]([CH3:27])[CH:14]=1)O.C([O-])(O)=O.[Na+].[O-]S([O-])(=S)=O.[Na+].[Na+].C(O)(=O)C(O)=O, predict the reaction product. The product is: [CH2:22]([O:21][C:19]([CH2:18][O:17][C:16]1[C:15]([CH3:27])=[CH:14][C:13]([CH2:11][CH:10]=[O:9])=[C:25]([CH3:26])[CH:24]=1)=[O:20])[CH3:23]. (2) Given the reactants Br[CH2:2][C:3]1[N:8]=[C:7]([NH2:9])[N:6]=[C:5]([NH2:10])[C:4]=1[C:11]1[CH:16]=[CH:15][C:14]([NH:17][CH2:18][C:19]2[CH:24]=[CH:23][C:22]([S:25]([CH3:28])(=[O:27])=[O:26])=[CH:21][CH:20]=2)=[CH:13][CH:12]=1, predict the reaction product. The product is: [CH3:18][N:17]([CH2:2][C:3]1[N:8]=[C:7]([NH2:9])[N:6]=[C:5]([NH2:10])[C:4]=1[C:11]1[CH:16]=[CH:15][C:14]([NH:17][CH2:18][C:19]2[CH:24]=[CH:23][C:22]([S:25]([CH3:28])(=[O:27])=[O:26])=[CH:21][CH:20]=2)=[CH:13][CH:12]=1)[C:14]1[CH:15]=[CH:16][CH:11]=[CH:12][CH:13]=1. (3) Given the reactants [N:1]1[CH:6]=[CH:5][CH:4]=[C:3]([CH2:7][NH:8][C:9](=[O:15])[O:10][C:11]([CH3:14])([CH3:13])[CH3:12])[CH:2]=1, predict the reaction product. The product is: [NH:1]1[CH2:6][CH2:5][CH2:4][CH:3]([CH2:7][NH:8][C:9](=[O:15])[O:10][C:11]([CH3:13])([CH3:12])[CH3:14])[CH2:2]1. (4) Given the reactants [N-:1]=[N+:2]=[N-:3].[Na+].Br[C@@H:6]1[CH2:10][N:9]([C:11]([O:13][C:14]([CH3:17])([CH3:16])[CH3:15])=[O:12])[C@H:8]([C:18]([O:20][CH3:21])=[O:19])[CH2:7]1, predict the reaction product. The product is: [N:1]([C@H:6]1[CH2:10][N:9]([C:11]([O:13][C:14]([CH3:17])([CH3:16])[CH3:15])=[O:12])[C@H:8]([C:18]([O:20][CH3:21])=[O:19])[CH2:7]1)=[N+:2]=[N-:3]. (5) Given the reactants [Cl:1][C:2]([Cl:35])([Cl:34])[CH2:3][O:4][C:5](=[O:33])[NH:6][C:7]1[CH:12]=[CH:11][C:10]([O:13][C:14]2[CH:19]=[CH:18][C:17]([C:20](=[O:29])[NH:21][C:22]3[CH:27]=[CH:26][C:25]([Br:28])=[CH:24][CH:23]=3)=[CH:16][C:15]=2[N+:30]([O-])=O)=[CH:9][CH:8]=1.[Cl-].[NH4+], predict the reaction product. The product is: [Cl:35][C:2]([Cl:1])([Cl:34])[CH2:3][O:4][C:5](=[O:33])[NH:6][C:7]1[CH:8]=[CH:9][C:10]([O:13][C:14]2[CH:19]=[CH:18][C:17]([C:20](=[O:29])[NH:21][C:22]3[CH:27]=[CH:26][C:25]([Br:28])=[CH:24][CH:23]=3)=[CH:16][C:15]=2[NH2:30])=[CH:11][CH:12]=1.